This data is from Catalyst prediction with 721,799 reactions and 888 catalyst types from USPTO. The task is: Predict which catalyst facilitates the given reaction. (1) Reactant: [N:1]1[CH2:2][CH2:3][CH2:4][C:5]=1[C:6]1[CH:14]=[CH:13][C:9]([C:10]([OH:12])=O)=[CH:8][CH:7]=1.CCN=C=NCCCN(C)C.ON1C2N=CC=CC=2N=N1.[Cl:36][C:37]1[CH:38]=[CH:39][C:40]([O:51][CH2:52][CH:53]([CH3:55])[CH3:54])=[C:41]([CH2:43][N:44]2[C:48]([CH3:49])=[CH:47][C:46]([NH2:50])=[N:45]2)[CH:42]=1. Product: [Cl:36][C:37]1[CH:38]=[CH:39][C:40]([O:51][CH2:52][CH:53]([CH3:55])[CH3:54])=[C:41]([CH2:43][N:44]2[C:48]([CH3:49])=[CH:47][C:46]([NH:50][C:10](=[O:12])[C:9]3[CH:8]=[CH:7][C:6]([C:5]4[CH2:4][CH2:3][CH2:2][N:1]=4)=[CH:14][CH:13]=3)=[N:45]2)[CH:42]=1. The catalyst class is: 96. (2) Product: [CH2:1]([N:3]1[C:7]2[CH:8]=[CH:9][C:10]([NH2:12])=[CH:11][C:6]=2[N:5]=[C:4]1[CH2:16][N:17]1[CH:21]=[CH:20][N:19]=[C:18]1[C:22]1[CH:27]=[C:26]([F:28])[CH:25]=[CH:24][C:23]=1[F:29])[CH3:2]. The catalyst class is: 5. Reactant: [CH2:1]([N:3]1[C:7]2[CH:8]=[CH:9][C:10]([NH:12]C(=O)C)=[CH:11][C:6]=2[N:5]=[C:4]1[CH2:16][N:17]1[CH:21]=[CH:20][N:19]=[C:18]1[C:22]1[CH:27]=[C:26]([F:28])[CH:25]=[CH:24][C:23]=1[F:29])[CH3:2].Cl.